Task: Predict the reactants needed to synthesize the given product.. Dataset: Full USPTO retrosynthesis dataset with 1.9M reactions from patents (1976-2016) (1) Given the product [CH2:1]1[N:6]([CH:7]([C:10]2[S:11][CH:12]=[CH:13][N:14]=2)[C:8]([NH2:9])=[O:18])[CH2:5][CH2:4][N:3]2[CH2:15][CH2:16][CH2:17][C@H:2]12, predict the reactants needed to synthesize it. The reactants are: [CH2:1]1[N:6]([CH:7]([C:10]2[S:11][CH:12]=[CH:13][N:14]=2)[C:8]#[N:9])[CH2:5][CH2:4][N:3]2[CH2:15][CH2:16][CH2:17][C@H:2]12.[OH:18]S(O)(=O)=O. (2) Given the product [F:26][C:23]1[CH:24]=[CH:25][C:6]2=[C:7]([CH:22]=1)[O:8][CH2:9][C:10]1[CH:15]=[C:14]([CH2:16][OH:17])[CH:13]=[CH:12][C:11]=1/[C:5]/2=[C:3](/[CH3:4])\[C:1]#[N:2], predict the reactants needed to synthesize it. The reactants are: [C:1]([C:3](=[C:5]1[C:11]2[CH:12]=[CH:13][C:14]([C:16](OCCC)=[O:17])=[CH:15][C:10]=2[CH2:9][O:8][C:7]2[CH:22]=[C:23]([F:26])[CH:24]=[CH:25][C:6]1=2)[CH3:4])#[N:2].[BH4-].[Li+].Cl. (3) Given the product [CH3:12][O:11][C:7]1[CH:6]=[C:5]([NH:13][C:14]2[CH:19]=[N:18][CH:17]=[C:16]([C:7]3[CH:8]=[CH:3][C:4]([C:35]([C:32]4[CH:33]=[CH:34][C:29]([F:28])=[CH:30][CH:31]=4)=[O:36])=[CH:44][C:43]=3[NH2:40])[N:15]=2)[CH:4]=[C:3]([O:2][CH3:1])[C:8]=1[O:9][CH3:10], predict the reactants needed to synthesize it. The reactants are: [CH3:1][O:2][C:3]1[CH:4]=[C:5]([NH:13][C:14]2[CH:19]=[N:18][CH:17]=[C:16](OC3C=CC(N)=CC=3)[N:15]=2)[CH:6]=[C:7]([O:11][CH3:12])[C:8]=1[O:9][CH3:10].[F:28][C:29]1[CH:34]=[CH:33][C:32]([C:35](Cl)=[O:36])=[CH:31][CH:30]=1.C([N:40]([CH2:43][CH3:44])CC)C.